This data is from Forward reaction prediction with 1.9M reactions from USPTO patents (1976-2016). The task is: Predict the product of the given reaction. Given the reactants [Cl:1][C:2]1[CH:7]=[CH:6][C:5]([C:8]2([CH3:38])[C:12]([C:14]3[CH:19]=[CH:18][C:17]([Cl:20])=[CH:16][CH:15]=3)([CH3:13])[N:11]([C:21](Cl)=[O:22])[C:10]([C:24]3[CH:29]=[CH:28][C:27]([C:30]([C:33]#[N:34])([CH3:32])[CH3:31])=[CH:26][C:25]=3[O:35][CH2:36][CH3:37])=[N:9]2)=[CH:4][CH:3]=1.Cl.Cl.[N:41]1([CH2:47][CH2:48][NH:49][C:50](=[O:52])[CH3:51])[CH2:46][CH2:45][NH:44][CH2:43][CH2:42]1, predict the reaction product. The product is: [Cl:1][C:2]1[CH:7]=[CH:6][C:5]([C@@:8]2([CH3:38])[C@:12]([C:14]3[CH:15]=[CH:16][C:17]([Cl:20])=[CH:18][CH:19]=3)([CH3:13])[N:11]([C:21]([N:44]3[CH2:45][CH2:46][N:41]([CH2:47][CH2:48][NH:49][C:50](=[O:52])[CH3:51])[CH2:42][CH2:43]3)=[O:22])[C:10]([C:24]3[CH:29]=[CH:28][C:27]([C:30]([C:33]#[N:34])([CH3:32])[CH3:31])=[CH:26][C:25]=3[O:35][CH2:36][CH3:37])=[N:9]2)=[CH:4][CH:3]=1.